This data is from Full USPTO retrosynthesis dataset with 1.9M reactions from patents (1976-2016). The task is: Predict the reactants needed to synthesize the given product. (1) Given the product [Br:1][C:2]1[C:10]2[CH:9]=[CH:8][N:7]([CH3:11])[C:6](=[O:12])[C:5]=2[N:4]([CH3:13])[CH:3]=1, predict the reactants needed to synthesize it. The reactants are: [Br:1][C:2]1[C:10]2[CH:9]=[CH:8][N:7]([CH3:11])[C:6](=[O:12])[C:5]=2[NH:4][CH:3]=1.[C:13](=O)([O-])[O-].[K+].[K+].CC1C=CC(S(OC)(=O)=O)=CC=1.[Cl-].[NH4+]. (2) Given the product [NH2:1][C:2]1[S:3][CH:4]=[C:5]([CH2:7][O:8]/[N:9]=[C:10](/[C:13]2[CH:18]=[CH:17][CH:33]=[C:32]([O:34][CH3:21])[CH:31]=2)\[C:11](=[NH:12])[N:29]([OH:30])[CH3:28])[N:6]=1, predict the reactants needed to synthesize it. The reactants are: [NH2:1][C:2]1[S:3][CH:4]=[C:5]([CH2:7][O:8]/[N:9]=[C:10](/[C:13]2[CH:18]=[CH:17]C=C(OC)C=2)\[C:11]#[N:12])[N:6]=1.[C:21](=O)([O-])[O-].[K+].[K+].Cl.[CH3:28][NH:29][OH:30].[CH3:31][CH:32]([OH:34])[CH3:33].O. (3) Given the product [C:35]([NH:34][C:30]1[CH:29]=[C:28]([CH:25]2[CH2:26][CH2:27][N:22]([CH2:21][CH2:20][CH2:19][NH:18][C:8](=[O:10])[C:7]([C:1]3[CH:2]=[CH:3][CH:4]=[CH:5][CH:6]=3)([C:12]3[CH:17]=[CH:16][CH:15]=[CH:14][CH:13]=3)[CH3:11])[CH2:23][CH2:24]2)[CH:33]=[CH:32][CH:31]=1)(=[O:39])[CH:36]([CH3:38])[CH3:37], predict the reactants needed to synthesize it. The reactants are: [C:1]1([C:7]([C:12]2[CH:17]=[CH:16][CH:15]=[CH:14][CH:13]=2)([CH3:11])[C:8]([OH:10])=O)[CH:6]=[CH:5][CH:4]=[CH:3][CH:2]=1.[NH2:18][CH2:19][CH2:20][CH2:21][N:22]1[CH2:27][CH2:26][CH:25]([C:28]2[CH:29]=[C:30]([NH:34][C:35](=[O:39])[CH:36]([CH3:38])[CH3:37])[CH:31]=[CH:32][CH:33]=2)[CH2:24][CH2:23]1.CN(C)CCCN=C=NCC. (4) Given the product [CH:11]1([C:8]([C:4]2[CH:3]=[C:2]([OH:1])[CH:7]=[CH:6][CH:5]=2)([OH:10])[CH3:9])[CH2:13][CH2:12]1, predict the reactants needed to synthesize it. The reactants are: [OH:1][C:2]1[CH:3]=[C:4]([C:8](=[O:10])[CH3:9])[CH:5]=[CH:6][CH:7]=1.[CH:11]1([Mg]Br)[CH2:13][CH2:12]1. (5) Given the product [CH3:16][S:17]([O:1][CH2:2][CH:3]1[CH2:8][CH2:7][N:6]([C:9]([O:11][C:12]([CH3:15])([CH3:14])[CH3:13])=[O:10])[CH2:5][CH2:4]1)(=[O:19])=[O:18], predict the reactants needed to synthesize it. The reactants are: [OH:1][CH2:2][CH:3]1[CH2:8][CH2:7][N:6]([C:9]([O:11][C:12]([CH3:15])([CH3:14])[CH3:13])=[O:10])[CH2:5][CH2:4]1.[CH3:16][S:17](Cl)(=[O:19])=[O:18]. (6) Given the product [Cl:1][C:2]1[CH:3]=[C:4]([C:9]2([C:21]([F:22])([F:24])[F:23])[O:13][N:12]=[C:11]([C:14]3[CH:15]=[C:16]([NH:17][C:32]([NH:31][C:25]4[CH:30]=[CH:29][CH:28]=[CH:27][CH:26]=4)=[O:33])[CH:18]=[CH:19][CH:20]=3)[CH2:10]2)[CH:5]=[C:6]([Cl:8])[CH:7]=1, predict the reactants needed to synthesize it. The reactants are: [Cl:1][C:2]1[CH:3]=[C:4]([C:9]2([C:21]([F:24])([F:23])[F:22])[O:13][N:12]=[C:11]([C:14]3[CH:15]=[C:16]([CH:18]=[CH:19][CH:20]=3)[NH2:17])[CH2:10]2)[CH:5]=[C:6]([Cl:8])[CH:7]=1.[C:25]1([N:31]=[C:32]=[O:33])[CH:30]=[CH:29][CH:28]=[CH:27][CH:26]=1.C(=O)([O-])O.[Na+]. (7) Given the product [CH3:44][C@@:45]1([CH2:48][O:18][C:19]2[CH:24]=[CH:23][CH:22]=[CH:21][C:20]=2[CH:25]([CH3:30])[C:26]([O:28][CH3:29])=[O:27])[CH2:47][O:46]1, predict the reactants needed to synthesize it. The reactants are: FC1C=CC(CC(OC)=O)=C(OC[C@@H]2CO2)C=1.[OH:18][C:19]1[CH:24]=[CH:23][CH:22]=[CH:21][C:20]=1[CH:25]([CH3:30])[C:26]([O:28][CH3:29])=[O:27].[N+](C1C=C(S(O[CH2:44][C@:45]2([CH3:48])[CH2:47][O:46]2)(=O)=O)C=CC=1)([O-])=O.